From a dataset of Full USPTO retrosynthesis dataset with 1.9M reactions from patents (1976-2016). Predict the reactants needed to synthesize the given product. (1) Given the product [Br:1][C:2]1[CH:3]=[C:4]([F:9])[C:5]2[N:6]([CH:10]=[CH:11][N:8]=2)[CH:7]=1, predict the reactants needed to synthesize it. The reactants are: [Br:1][C:2]1[CH:3]=[C:4]([F:9])[C:5]([NH2:8])=[N:6][CH:7]=1.[CH2:10](OC(OCC)CBr)[CH3:11]. (2) Given the product [ClH:24].[CH2:13]1[CH:4]2[CH2:5][O:6][C:7]3[CH:12]=[CH:11][CH:10]=[CH:9][C:8]=3[C:2](=[O:1])[N:3]2[CH2:16][CH2:15][NH:14]1, predict the reactants needed to synthesize it. The reactants are: [O:1]=[C:2]1[C:8]2[CH:9]=[CH:10][CH:11]=[CH:12][C:7]=2[O:6][CH2:5][CH:4]2[CH2:13][N:14](C(OC(C)(C)C)=O)[CH2:15][CH2:16][N:3]12.[ClH:24].CO. (3) Given the product [CH3:4][O:5][C:6]([C:8]1[C:9]([OH:27])=[C:10]2[C:15](=[CH:16][N:17]=1)[N:14]([CH2:18][C:19]1[CH:24]=[CH:23][CH:22]=[CH:21][CH:20]=1)[C:13](=[O:25])[CH2:12][CH2:11]2)=[O:7], predict the reactants needed to synthesize it. The reactants are: CCO.[CH3:4][O:5][C:6]([C:8]1[C:9]([OH:27])=[C:10]2[C:15](=[CH:16][N:17]=1)[N:14]([CH2:18][C:19]1[CH:24]=[CH:23][CH:22]=[CH:21][CH:20]=1)[C:13](=[O:25])[C:12](Br)=[CH:11]2)=[O:7].C([O-])(=O)C.[Na+].